Binary Classification. Given a drug SMILES string, predict its activity (active/inactive) in a high-throughput screening assay against a specified biological target. From a dataset of HIV replication inhibition screening data with 41,000+ compounds from the AIDS Antiviral Screen. (1) The drug is COC(=O)CC(=O)OC1CC2CCC3C(C)(C)CCCC3(C)C23CCC1(C)C3. The result is 0 (inactive). (2) The drug is CC(C)C1=CC23CCC4C(C)(C(=O)O)CCCC4(C)C2CC1C1C(=O)N(c2ccccc2N2C(=O)C4C5CC6C7(C)CCCC(C)(C(=O)O)C7CCC6(C=C5C(C)C)C4C2=O)C(=O)C13.[NaH]. The result is 0 (inactive). (3) The compound is CC(=O)NC(C(=O)O)C(C)(C)SN=O. The result is 0 (inactive). (4) The molecule is Cc1ccc(S(=O)(=O)SCc2ccccc2CSS(=O)(=O)c2ccc(C)cc2)cc1. The result is 0 (inactive). (5) The compound is CC(=O)OC(C)C(=O)C1c2cccc(O)c2C(=O)c2c(O)cc(C)cc21. The result is 0 (inactive). (6) The molecule is CN(N=C(C(=O)O)c1ccccc1)C1=NCCN1.I. The result is 0 (inactive).